This data is from Forward reaction prediction with 1.9M reactions from USPTO patents (1976-2016). The task is: Predict the product of the given reaction. (1) The product is: [NH2:3][C:12]1[CH:50]=[CH:49][CH:48]=[CH:47][C:13]=1[CH2:14][O:15][C:16]1[N:17]=[C:18]([NH:27][C:28]2[CH:29]=[CH:30][C:31]([N:34]3[CH2:35][CH2:36][CH:37]([N:40]4[CH2:45][CH2:44][N:43]([CH3:46])[CH2:42][CH2:41]4)[CH2:38][CH2:39]3)=[CH:32][CH:33]=2)[C:19]([C:24]([NH2:26])=[O:25])=[N:20][C:21]=1[CH2:22][CH3:23]. Given the reactants O=C1C2C(=CC=CC=2)C(=O)[N:3]1[C:12]1[CH:50]=[CH:49][CH:48]=[CH:47][C:13]=1[CH2:14][O:15][C:16]1[N:17]=[C:18]([NH:27][C:28]2[CH:33]=[CH:32][C:31]([N:34]3[CH2:39][CH2:38][CH:37]([N:40]4[CH2:45][CH2:44][N:43]([CH3:46])[CH2:42][CH2:41]4)[CH2:36][CH2:35]3)=[CH:30][CH:29]=2)[C:19]([C:24]([NH2:26])=[O:25])=[N:20][C:21]=1[CH2:22][CH3:23].O1CCCC1.O.NN, predict the reaction product. (2) Given the reactants ClC(Cl)(O[C:5](=[O:11])OC(Cl)(Cl)Cl)Cl.[CH3:13][N:14]1[CH:19]2[CH2:20][CH2:21][CH:15]1[CH2:16][CH:17]([O:22][C:23]1[N:28]=[C:27]([N:29]3[CH2:34][CH2:33][O:32][CH2:31][CH2:30]3)[N:26]=[C:25]([C:35]3[CH:40]=[CH:39][C:38]([NH2:41])=[CH:37][CH:36]=3)[N:24]=1)[CH2:18]2.[NH2:42][C:43]1[CH:48]=[CH:47][N:46]=[CH:45][CH:44]=1.CCN(CC)CC, predict the reaction product. The product is: [CH3:13][N:14]1[CH:15]2[CH2:21][CH2:20][CH:19]1[CH2:18][CH:17]([O:22][C:23]1[N:28]=[C:27]([N:29]3[CH2:30][CH2:31][O:32][CH2:33][CH2:34]3)[N:26]=[C:25]([C:35]3[CH:36]=[CH:37][C:38]([NH:41][C:5]([NH:42][C:43]4[CH:48]=[CH:47][N:46]=[CH:45][CH:44]=4)=[O:11])=[CH:39][CH:40]=3)[N:24]=1)[CH2:16]2. (3) Given the reactants [CH:1]1([C:7]2[CH:14]=[CH:13][C:10](CO)=[CH:9][C:8]=2[N:15]([CH3:17])[CH3:16])[CH2:6][CH2:5][CH2:4][CH2:3][CH2:2]1.[Cl:18][CH2:19][Cl:20], predict the reaction product. The product is: [ClH:18].[CH:1]1([C:7]2[CH:14]=[CH:13][C:10]([CH2:19][Cl:20])=[CH:9][C:8]=2[N:15]([CH3:17])[CH3:16])[CH2:2][CH2:3][CH2:4][CH2:5][CH2:6]1. (4) Given the reactants [S:1]1[C:5]2=[CH:6][N:7]=[CH:8][CH:9]=[C:4]2[CH:3]=[C:2]1[C:10]([O:12][CH2:13][CH3:14])=[O:11].ClC1C=C(C=CC=1)C(OO)=[O:20], predict the reaction product. The product is: [CH2:13]([O:12][C:10]([C:2]1[S:1][C:5]2=[CH:6][N+:7]([O-:20])=[CH:8][CH:9]=[C:4]2[CH:3]=1)=[O:11])[CH3:14]. (5) Given the reactants [CH3:1][C@@H:2]1[N:6]([C:7]([O:9][C:10]([CH3:13])([CH3:12])[CH3:11])=[O:8])[C@H:5]([C:14]([O:16][CH2:17][C:18](=[O:38])[C:19]2[CH:20]=[CH:21][C:22]3[C:31]4[CH:30]=[C:29]5[CH2:32][CH2:33][CH2:34][C:35](=[O:36])[C:28]5=[CH:27][C:26]=4[O:25][CH2:24][C:23]=3[CH:37]=2)=[O:15])[CH2:4][CH2:3]1.[Br-:39].[Br-].[Br-].[NH+]1C=CC=CC=1.[NH+]1C=CC=CC=1.[NH+]1C=CC=CC=1, predict the reaction product. The product is: [CH3:1][C@@H:2]1[N:6]([C:7]([O:9][C:10]([CH3:11])([CH3:13])[CH3:12])=[O:8])[C@H:5]([C:14]([O:16][CH2:17][C:18]([C:19]2[CH:20]=[CH:21][C:22]3[C:31]4[CH:30]=[C:29]5[CH2:32][CH2:33][CH:34]([Br:39])[C:35](=[O:36])[C:28]5=[CH:27][C:26]=4[O:25][CH2:24][C:23]=3[CH:37]=2)=[O:38])=[O:15])[CH2:4][CH2:3]1. (6) Given the reactants [NH2:1][C:2]1[C:7]([CH:8]([C:10]2[CH:15]=[CH:14][CH:13]=[C:12]([O:16][CH3:17])[C:11]=2[O:18][CH3:19])O)=[CH:6][C:5]([Cl:20])=[CH:4][N:3]=1.[C:21](O)(=[O:28])[CH:22]([CH2:24][C:25]([OH:27])=[O:26])[SH:23].[OH-].[Na+], predict the reaction product. The product is: [Cl:20][C:5]1[CH:4]=[N:3][C:2]2[NH:1][C:21](=[O:28])[C@H:22]([CH2:24][C:25]([OH:27])=[O:26])[S:23][C@@H:8]([C:10]3[CH:15]=[CH:14][CH:13]=[C:12]([O:16][CH3:17])[C:11]=3[O:18][CH3:19])[C:7]=2[CH:6]=1.